This data is from Peptide-MHC class II binding affinity with 134,281 pairs from IEDB. The task is: Regression. Given a peptide amino acid sequence and an MHC pseudo amino acid sequence, predict their binding affinity value. This is MHC class II binding data. (1) The peptide sequence is GELRIVDKIDAAFKI. The MHC is DRB1_0101 with pseudo-sequence DRB1_0101. The binding affinity (normalized) is 0.457. (2) The peptide sequence is TWYGKPTGAGPKDNG. The MHC is DRB1_1501 with pseudo-sequence DRB1_1501. The binding affinity (normalized) is 0.132. (3) The peptide sequence is YEVRAELPGVDPDKD. The MHC is HLA-DPA10201-DPB10501 with pseudo-sequence HLA-DPA10201-DPB10501. The binding affinity (normalized) is 0.0538. (4) The peptide sequence is THMWFSRAVAQSILA. The MHC is DRB1_1101 with pseudo-sequence DRB1_1101. The binding affinity (normalized) is 0.330. (5) The peptide sequence is KKTHISYIMLIFFVLMV. The MHC is DRB3_0101 with pseudo-sequence DRB3_0101. The binding affinity (normalized) is 0. (6) The peptide sequence is AKNIQTAINQVRSLI. The binding affinity (normalized) is 0.781. The MHC is DRB1_0301 with pseudo-sequence DRB1_0301.